Dataset: Forward reaction prediction with 1.9M reactions from USPTO patents (1976-2016). Task: Predict the product of the given reaction. (1) Given the reactants C([N:8]1[CH2:14][C:13]2[CH:15]=[CH:16][CH:17]=[C:18]([Br:19])[C:12]=2[O:11][CH2:10][CH2:9]1)C1C=CC=CC=1.ClC(OC(Cl)C)=O.[C:35](O[C:35]([O:37][C:38]([CH3:41])([CH3:40])[CH3:39])=[O:36])([O:37][C:38]([CH3:41])([CH3:40])[CH3:39])=[O:36].O, predict the reaction product. The product is: [Br:19][C:18]1[C:12]2[O:11][CH2:10][CH2:9][N:8]([C:35]([O:37][C:38]([CH3:39])([CH3:40])[CH3:41])=[O:36])[CH2:14][C:13]=2[CH:15]=[CH:16][CH:17]=1. (2) Given the reactants [Cl:1][C:2]1[CH:3]=[C:4]([N:8]2[CH2:13][CH2:12][N:11]([CH2:14][CH2:15][NH2:16])[CH2:10][CH2:9]2)[CH:5]=[CH:6][CH:7]=1.[CH2:17]([C:21]1[N:25]([C:26]2[CH:31]=[CH:30][CH:29]=[CH:28][CH:27]=2)[N:24]=[C:23]([CH:32]=O)[CH:22]=1)[CH:18]([CH3:20])[CH3:19], predict the reaction product. The product is: [CH2:17]([C:21]1[N:25]([C:26]2[CH:31]=[CH:30][CH:29]=[CH:28][CH:27]=2)[N:24]=[C:23]([CH2:32][NH:16][CH2:15][CH2:14][N:11]2[CH2:10][CH2:9][N:8]([C:4]3[CH:5]=[CH:6][CH:7]=[C:2]([Cl:1])[CH:3]=3)[CH2:13][CH2:12]2)[CH:22]=1)[CH:18]([CH3:20])[CH3:19]. (3) Given the reactants Br[C:2]1[CH:7]=[CH:6][C:5]([S:8]([N:11]2[CH2:15][CH2:14][CH2:13][CH2:12]2)(=[O:10])=[O:9])=[CH:4][C:3]=1[F:16].[C:17]([C:19]1[N:23]([CH3:24])[C:22](B(O)O)=[CH:21][CH:20]=1)#[N:18].[F-].[K+].C(P(C(C)(C)C)C(C)(C)C)(C)(C)C, predict the reaction product. The product is: [F:16][C:3]1[CH:4]=[C:5]([S:8]([N:11]2[CH2:15][CH2:14][CH2:13][CH2:12]2)(=[O:10])=[O:9])[CH:6]=[CH:7][C:2]=1[C:22]1[N:23]([CH3:24])[C:19]([C:17]#[N:18])=[CH:20][CH:21]=1. (4) The product is: [Br:1][C:2]1[CH:10]=[C:9]2[C:5]([C:6]([CH3:11])=[N:7][N:8]2[CH2:15][CH2:16][O:17][Si:18]([C:21]([CH3:24])([CH3:23])[CH3:22])([CH3:20])[CH3:19])=[CH:4][CH:3]=1. Given the reactants [Br:1][C:2]1[CH:10]=[C:9]2[C:5]([C:6]([CH3:11])=[N:7][NH:8]2)=[CH:4][CH:3]=1.[H-].[Na+].Br[CH2:15][CH2:16][O:17][Si:18]([C:21]([CH3:24])([CH3:23])[CH3:22])([CH3:20])[CH3:19].O, predict the reaction product.